From a dataset of Reaction yield outcomes from USPTO patents with 853,638 reactions. Predict the reaction yield, written as a fraction of the theoretical maximum amount of product (1.0 means a 100% yield; for example, 0.34 means a 34% yield). (1) The reactants are [F:1][C:2]1[CH:19]=[C:18]([N+:20]([O-:22])=[O:21])[CH:17]=[CH:16][C:3]=1[O:4][C:5]1[C:10]2=[C:11]([CH3:15])[C:12]([OH:14])=[CH:13][N:9]2[N:8]=[CH:7][N:6]=1.C1(P(C2C=CC=CC=2)C2C=CC=CC=2)C=CC=CC=1.[CH3:42][N:43]1[CH2:48][CH2:47][N:46]([CH2:49][CH2:50]O)[CH2:45][CH2:44]1.CC(OC(/N=N/C(OC(C)C)=O)=O)C. The catalyst is ClCCl.O1CCCC1. The product is [F:1][C:2]1[CH:19]=[C:18]([N+:20]([O-:22])=[O:21])[CH:17]=[CH:16][C:3]=1[O:4][C:5]1[C:10]2=[C:11]([CH3:15])[C:12]([O:14][CH2:50][CH2:49][N:46]3[CH2:47][CH2:48][N:43]([CH3:42])[CH2:44][CH2:45]3)=[CH:13][N:9]2[N:8]=[CH:7][N:6]=1. The yield is 0.240. (2) The reactants are C(O)(=O)C.[NH2:5][C@@H:6]1[CH2:11][CH2:10][C@@H:9]([C:12]([NH2:14])=[O:13])[CH2:8][C@H:7]1[OH:15].C(N(CC)C(C)C)(C)C.[C:25]([O:29][C:30](O[C:30]([O:29][C:25]([CH3:28])([CH3:27])[CH3:26])=[O:31])=[O:31])([CH3:28])([CH3:27])[CH3:26]. The catalyst is O1CCOCC1.CO. The product is [OH:15][C@H:7]1[C@H:6]([NH:5][C:30]([O:29][C:25]([CH3:28])([CH3:27])[CH3:26])=[O:31])[CH2:11][CH2:10][C@@H:9]([C:12]([NH2:14])=[O:13])[CH2:8]1. The yield is 0.750. (3) The reactants are [CH3:1][O:2][C:3](=[O:42])[C:4]1[CH:9]=[CH:8][C:7]([N:10]([CH2:12][CH2:13][C:14]2[C:22]3[C:17](=[CH:18][CH:19]=[C:20]([Cl:23])[CH:21]=3)[N:16]([CH:24]([C:31]3[CH:36]=[CH:35][CH:34]=[CH:33][CH:32]=3)[C:25]3[CH:30]=[CH:29][CH:28]=[CH:27][CH:26]=3)[C:15]=2[CH2:37][CH2:38][N:39]=[N+]=[N-])[CH3:11])=[CH:6][CH:5]=1.C(Cl)Cl. The catalyst is CO.[Pd]. The product is [CH3:1][O:2][C:3](=[O:42])[C:4]1[CH:5]=[CH:6][C:7]([N:10]([CH2:12][CH2:13][C:14]2[C:22]3[C:17](=[CH:18][CH:19]=[C:20]([Cl:23])[CH:21]=3)[N:16]([CH:24]([C:31]3[CH:32]=[CH:33][CH:34]=[CH:35][CH:36]=3)[C:25]3[CH:26]=[CH:27][CH:28]=[CH:29][CH:30]=3)[C:15]=2[CH2:37][CH2:38][NH2:39])[CH3:11])=[CH:8][CH:9]=1. The yield is 0.780. (4) The reactants are Br[C:2]1[N:7]=[C:6]([CH2:8][OH:9])[CH:5]=[CH:4][CH:3]=1.[CH3:10][C:11]1[CH:16]=[C:15]([CH3:17])[CH:14]=[C:13]([CH3:18])[C:12]=1B(O)O.CC(C)([O-])C.[K+]. The catalyst is COCCOC.C(O)(C)(C)C.C1C=CC([P]([Pd]([P](C2C=CC=CC=2)(C2C=CC=CC=2)C2C=CC=CC=2)([P](C2C=CC=CC=2)(C2C=CC=CC=2)C2C=CC=CC=2)[P](C2C=CC=CC=2)(C2C=CC=CC=2)C2C=CC=CC=2)(C2C=CC=CC=2)C2C=CC=CC=2)=CC=1. The product is [C:11]1([CH3:10])[CH:16]=[C:15]([CH3:17])[CH:14]=[C:13]([CH3:18])[C:12]=1[C:2]1[N:7]=[C:6]([CH2:8][OH:9])[CH:5]=[CH:4][CH:3]=1. The yield is 0.680.